From a dataset of Full USPTO retrosynthesis dataset with 1.9M reactions from patents (1976-2016). Predict the reactants needed to synthesize the given product. (1) Given the product [CH3:13][CH:12]([CH2:11][CH2:10][CH:9]=[C:7]([CH3:8])[CH3:6])[CH2:14][CH:15]([OH:16])[CH2:3][CH:2]=[CH2:1], predict the reactants needed to synthesize it. The reactants are: [CH2:1]([Mg]Br)[CH:2]=[CH2:3].[CH3:6][C:7](=[CH:9][CH2:10][CH2:11][C@@H:12]([CH2:14][CH:15]=[O:16])[CH3:13])[CH3:8]. (2) The reactants are: C(N(CC)C(C)C)(C)C.[NH:10]1[CH2:15][CH2:14][O:13][CH2:12][CH2:11]1.F[C:17]1[CH:22]=[CH:21][C:20]([N+:23]([O-:25])=[O:24])=[C:19]([O:26][CH3:27])[CH:18]=1.O. Given the product [CH3:27][O:26][C:19]1[CH:18]=[C:17]([N:10]2[CH2:15][CH2:14][O:13][CH2:12][CH2:11]2)[CH:22]=[CH:21][C:20]=1[N+:23]([O-:25])=[O:24], predict the reactants needed to synthesize it. (3) Given the product [ClH:24].[ClH:24].[NH:8]1[CH2:13][CH2:12][CH:11]([NH:14][C:15]2[CH:20]=[CH:19][C:18]([C:21]([NH2:22])=[O:23])=[CH:17][N:16]=2)[CH2:10][CH2:9]1, predict the reactants needed to synthesize it. The reactants are: C(OC([N:8]1[CH2:13][CH2:12][CH:11]([NH:14][C:15]2[CH:20]=[CH:19][C:18]([C:21](=[O:23])[NH2:22])=[CH:17][N:16]=2)[CH2:10][CH2:9]1)=O)(C)(C)C.[ClH:24]. (4) The reactants are: [CH:1]([O:4][C:5]([N:7]1[CH2:12][CH2:11][N:10]([C:13]2[CH:14]=[CH:15][C:16]3[N:17]([C:19]([C:22]4[C:23]([O:28][CH3:29])=[N:24][CH:25]=[CH:26][CH:27]=4)=[CH:20][N:21]=3)[N:18]=2)[CH2:9][CH2:8]1)=[O:6])([CH3:3])[CH3:2].[ClH:30]. Given the product [ClH:30].[ClH:30].[CH:1]([O:4][C:5]([N:7]1[CH2:12][CH2:11][N:10]([C:13]2[CH:14]=[CH:15][C:16]3[N:17]([C:19]([C:22]4[C:23]([O:28][CH3:29])=[N:24][CH:25]=[CH:26][CH:27]=4)=[CH:20][N:21]=3)[N:18]=2)[CH2:9][CH2:8]1)=[O:6])([CH3:3])[CH3:2], predict the reactants needed to synthesize it.